From a dataset of Full USPTO retrosynthesis dataset with 1.9M reactions from patents (1976-2016). Predict the reactants needed to synthesize the given product. (1) Given the product [CH:3]1([O:8][C:9]2[CH:10]=[C:11]([C:17]3[CH:22]=[CH:21][N:20]=[C:19]([NH:23][C:25]4[CH:30]=[CH:29][CH:28]=[CH:27][C:26]=4[N+:31]([O-:33])=[O:32])[N:18]=3)[CH:12]=[CH:13][C:14]=2[O:15][CH3:16])[CH2:4][CH2:5][CH2:6][CH2:7]1, predict the reactants needed to synthesize it. The reactants are: [H-].[Na+].[CH:3]1([O:8][C:9]2[CH:10]=[C:11]([C:17]3[CH:22]=[CH:21][N:20]=[C:19]([NH2:23])[N:18]=3)[CH:12]=[CH:13][C:14]=2[O:15][CH3:16])[CH2:7][CH2:6][CH2:5][CH2:4]1.F[C:25]1[CH:30]=[CH:29][CH:28]=[CH:27][C:26]=1[N+:31]([O-:33])=[O:32]. (2) Given the product [C:1]([NH:9][C:10]1[C:11]2[N:12]=[CH:13][N:14]([C:30]=2[N:31]=[CH:32][N:33]=1)[C@@H:15]1[O:29][C@H:19]([CH2:20][O:21][Si:22]([C:25]([CH3:26])([CH3:27])[CH3:28])([CH3:24])[CH3:23])[C@@H:17]([O:18][CH2:34][S:35][CH3:37])[CH2:16]1)(=[O:8])[C:2]1[CH:3]=[CH:4][CH:5]=[CH:6][CH:7]=1, predict the reactants needed to synthesize it. The reactants are: [C:1]([NH:9][C:10]1[C:11]2[N:12]=[CH:13][N:14]([C:30]=2[N:31]=[CH:32][N:33]=1)[C@@H:15]1[O:29][C@H:19]([CH2:20][O:21][Si:22]([C:25]([CH3:28])([CH3:27])[CH3:26])([CH3:24])[CH3:23])[C@@H:17]([OH:18])[CH2:16]1)(=[O:8])[C:2]1[CH:7]=[CH:6][CH:5]=[CH:4][CH:3]=1.[CH3:34][S:35]([CH3:37])=O.C(OC(=O)C)(=O)C.C([O-])(O)=O.[Na+]. (3) Given the product [Cl:1][C:2]1[N:3]=[C:4]([C:9]([NH:16][C:17]2[CH:18]=[C:19]3[C:23](=[CH:24][CH:25]=2)[CH2:22][N:21]([C:26]([O:28][C:29]([CH3:32])([CH3:31])[CH3:30])=[O:27])[CH2:20]3)=[O:11])[NH:5][C:6]=1[CH2:7][CH3:8], predict the reactants needed to synthesize it. The reactants are: [Cl:1][C:2]1[N:3]=[C:4]([C:9]([OH:11])=O)[NH:5][C:6]=1[CH2:7][CH3:8].S(Cl)(Cl)=O.[NH2:16][C:17]1[CH:18]=[C:19]2[C:23](=[CH:24][CH:25]=1)[CH2:22][N:21]([C:26]([O:28][C:29]([CH3:32])([CH3:31])[CH3:30])=[O:27])[CH2:20]2.